From a dataset of Catalyst prediction with 721,799 reactions and 888 catalyst types from USPTO. Predict which catalyst facilitates the given reaction. (1) Reactant: C(OC(=O)[NH:7][CH:8]1[CH2:13][CH2:12][NH:11][CH:10]([C:14]([F:17])([F:16])[F:15])[CH2:9]1)(C)(C)C.[ClH:19]. Product: [ClH:19].[F:17][C:14]([F:15])([F:16])[CH:10]1[CH2:9][CH:8]([NH2:7])[CH2:13][CH2:12][NH:11]1. The catalyst class is: 27. (2) Product: [CH3:1][C:2]1([CH3:23])[O:6][CH:5]([CH2:7][C:8]2[CH:9]=[C:10]([CH:16]3[CH2:17][CH2:18][N:19]([CH3:22])[CH2:20][CH2:21]3)[CH:11]=[CH:12][C:13]=2[O:14][CH3:15])[CH2:4][O:3]1. The catalyst class is: 78. Reactant: [CH3:1][C:2]1([CH3:23])[O:6][CH:5]([CH2:7][C:8]2[CH:9]=[C:10]([C:16]3[CH2:17][CH2:18][N:19]([CH3:22])[CH2:20][CH:21]=3)[CH:11]=[CH:12][C:13]=2[O:14][CH3:15])[CH2:4][O:3]1. (3) Reactant: [F:1][C:2]([F:25])([F:24])[C:3]1[CH:8]=[CH:7][C:6]([S:9][C:10]2[N:11]([CH2:20][CH2:21][CH2:22][CH3:23])[C:12]3[N:13]=[CH:14][NH:15][C:16](=[O:19])[C:17]=3[N:18]=2)=[CH:5][CH:4]=1.C(N(C(C)C)CC)(C)C.[CH3:35][O:36][CH2:37][CH2:38][O:39][CH2:40]Cl.O. Product: [CH3:35][O:36][CH2:37][CH2:38][O:39][CH2:40][N:15]1[C:16](=[O:19])[C:17]2[N:18]=[C:10]([S:9][C:6]3[CH:7]=[CH:8][C:3]([C:2]([F:1])([F:24])[F:25])=[CH:4][CH:5]=3)[N:11]([CH2:20][CH2:21][CH2:22][CH3:23])[C:12]=2[N:13]=[CH:14]1. The catalyst class is: 2. (4) Reactant: [Br:1][C:2]1[CH:3]=[C:4]([NH2:8])[CH:5]=[N:6][CH:7]=1.[F:9][C:10]([F:28])([F:27])[C:11]1[N:16]=[C:15]([NH:17][C:18]2[CH:19]=[C:20]([CH:24]=[CH:25][N:26]=2)[C:21](O)=[O:22])[CH:14]=[CH:13][CH:12]=1.CCN(C(C)C)C(C)C.CCCP1(OP(CCC)(=O)OP(CCC)(=O)O1)=O. Product: [Br:1][C:2]1[CH:3]=[C:4]([NH:8][C:21](=[O:22])[C:20]2[CH:24]=[CH:25][N:26]=[C:18]([NH:17][C:15]3[CH:14]=[CH:13][CH:12]=[C:11]([C:10]([F:28])([F:27])[F:9])[N:16]=3)[CH:19]=2)[CH:5]=[N:6][CH:7]=1. The catalyst class is: 248.